Dataset: Forward reaction prediction with 1.9M reactions from USPTO patents (1976-2016). Task: Predict the product of the given reaction. (1) The product is: [Cl:1][C:2]1[CH:3]=[C:4]([CH:8]([NH:11][C:12]2[O:13][C:14]3[C:20]([O:21][CH3:22])=[CH:19][C:18]([C:23]([N:31]4[CH:30]([CH:33]5[CH2:34][CH:35]([OH:37])[CH2:36]5)[CH2:29][O:28][CH:27]([CH3:26])[CH2:32]4)=[O:25])=[CH:17][C:15]=3[N:16]=2)[CH2:9][F:10])[CH:5]=[CH:6][CH:7]=1. Given the reactants [Cl:1][C:2]1[CH:3]=[C:4]([CH:8]([NH:11][C:12]2[O:13][C:14]3[C:20]([O:21][CH3:22])=[CH:19][C:18]([C:23]([OH:25])=O)=[CH:17][C:15]=3[N:16]=2)[CH2:9][F:10])[CH:5]=[CH:6][CH:7]=1.[CH3:26][CH:27]1[CH2:32][NH:31][CH:30]([CH:33]2[CH2:36][CH:35]([OH:37])[CH2:34]2)[CH2:29][O:28]1.C(N(CC)C(C)C)(C)C.CN(C(ON1N=NC2C=CC=NC1=2)=[N+](C)C)C.F[P-](F)(F)(F)(F)F, predict the reaction product. (2) Given the reactants F[C:2]1[C:7]([C:8]([OH:10])=O)=[CH:6][C:5]([F:11])=[CH:4][N:3]=1.Cl.[F:13][C:14]1[CH:15]=[C:16]([CH2:20][CH2:21][O:22][CH2:23][C:24]([NH2:26])=[NH:25])[CH:17]=[CH:18][CH:19]=1, predict the reaction product. The product is: [F:11][C:5]1[CH:4]=[N:3][C:2]2[N:25]=[C:24]([CH2:23][O:22][CH2:21][CH2:20][C:16]3[CH:17]=[CH:18][CH:19]=[C:14]([F:13])[CH:15]=3)[NH:26][C:8](=[O:10])[C:7]=2[CH:6]=1. (3) Given the reactants [CH2:1]([NH:8][C:9]1[N:14]([CH3:15])[C:13](=[O:16])[C:12]([C:17]2[CH:22]=[CH:21][C:20]([OH:23])=[C:19]([F:24])[CH:18]=2)=[CH:11][N:10]=1)[C:2]1[CH:7]=[CH:6][CH:5]=[CH:4][CH:3]=1.Cl[C:26]1[CH:31]=[CH:30][N:29]=[C:28]2[CH:32]=[C:33]([I:35])[S:34][C:27]=12, predict the reaction product. The product is: [CH2:1]([NH:8][C:9]1[N:14]([CH3:15])[C:13](=[O:16])[C:12]([C:17]2[CH:22]=[CH:21][C:20]([O:23][C:26]3[CH:31]=[CH:30][N:29]=[C:28]4[CH:32]=[C:33]([I:35])[S:34][C:27]=34)=[C:19]([F:24])[CH:18]=2)=[CH:11][N:10]=1)[C:2]1[CH:3]=[CH:4][CH:5]=[CH:6][CH:7]=1. (4) The product is: [C:2]([C:7]1[O:11][C:10]([CH2:12][N:13]2[N:17]=[C:16]([NH:18][C:27]([C:25]3[N:26]=[C:22]([CH:19]4[CH2:20][CH2:21]4)[O:23][C:24]=3[C:30]3[CH:31]=[CH:32][CH:33]=[CH:34][CH:35]=3)=[O:28])[CH:15]=[N:14]2)=[CH:9][CH:8]=1)(=[O:6])[CH3:1]. Given the reactants [CH3:1][C:2]1([C:7]2[O:11][C:10]([CH2:12][N:13]3[N:17]=[C:16]([NH2:18])[CH:15]=[N:14]3)=[CH:9][CH:8]=2)[O:6]CCO1.[CH:19]1([C:22]2[O:23][C:24]([C:30]3[CH:35]=[CH:34][CH:33]=[CH:32][CH:31]=3)=[C:25]([C:27](O)=[O:28])[N:26]=2)[CH2:21][CH2:20]1, predict the reaction product. (5) Given the reactants Cl[C:2]1[CH:7]=[N:6][CH:5]=[C:4]([Cl:8])[N:3]=1.[Cl:9][C:10]1[CH:16]=[CH:15][C:13]([NH2:14])=[CH:12][CH:11]=1.C[C:18](C)([O-:20])C.[Na+].C1(P(C2C=CC=CC=2)C2C=CC3C(=CC=CC=3)C=2C2C3C(=CC=CC=3)C=CC=2P(C2C=CC=CC=2)C2C=CC=CC=2)C=CC=CC=1.C(OC(O[C:80]([CH3:83])([CH3:82])[CH3:81])=O)(O[C:80]([CH3:83])([CH3:82])[CH3:81])=O.[Cl-].[NH4+], predict the reaction product. The product is: [Cl:9][C:10]1[CH:16]=[CH:15][C:13]([N:14]([C:2]2[CH:7]=[N:6][CH:5]=[C:4]([Cl:8])[N:3]=2)[C:18](=[O:20])[C:80]([CH3:81])([CH3:82])[CH3:83])=[CH:12][CH:11]=1. (6) Given the reactants [CH2:1]([NH2:8])[C:2]1[CH:7]=[CH:6][CH:5]=[CH:4][CH:3]=1.[CH3:9][C:10]1([CH3:23])[O:22][C:14]2[C:15]([CH3:21])=[N:16][CH:17]=[C:18]([CH:19]=O)[C:13]=2[CH2:12][O:11]1.O1CCCC1.[BH3-]C#N.[Na+], predict the reaction product. The product is: [CH2:1]([NH:8][CH2:19][C:18]1[CH:17]=[N:16][C:15]([CH3:21])=[C:14]2[O:22][C:10]([CH3:23])([CH3:9])[O:11][CH2:12][C:13]=12)[C:2]1[CH:7]=[CH:6][CH:5]=[CH:4][CH:3]=1. (7) Given the reactants [CH3:1][Si:2]([CH2:5][CH2:6][O:7][CH2:8]Cl)([CH3:4])[CH3:3].[Br:10][C:11]1[C:15]2=[N:16][CH:17]=[C:18]([S:20][CH3:21])[N:19]=[C:14]2[NH:13][C:12]=1[C:22]1[CH:27]=[CH:26][C:25]([C:28]2([NH:32][C:33](=[O:39])[O:34][C:35]([CH3:38])([CH3:37])[CH3:36])[CH2:31][CH2:30][CH2:29]2)=[CH:24][CH:23]=1.[H-].[Na+].CO, predict the reaction product. The product is: [Br:10][C:11]1[C:15]2=[N:16][CH:17]=[C:18]([S:20][CH3:21])[N:19]=[C:14]2[N:13]([CH2:8][O:7][CH2:6][CH2:5][Si:2]([CH3:4])([CH3:3])[CH3:1])[C:12]=1[C:22]1[CH:23]=[CH:24][C:25]([C:28]2([NH:32][C:33](=[O:39])[O:34][C:35]([CH3:37])([CH3:36])[CH3:38])[CH2:29][CH2:30][CH2:31]2)=[CH:26][CH:27]=1.